This data is from Full USPTO retrosynthesis dataset with 1.9M reactions from patents (1976-2016). The task is: Predict the reactants needed to synthesize the given product. Given the product [CH2:12]([N:1]1[C:9]2[C:4](=[CH:5][CH:6]=[C:7]([CH:10]=[O:11])[CH:8]=2)[CH:3]=[CH:2]1)[C:13]1[CH:18]=[CH:17][CH:16]=[CH:15][CH:14]=1, predict the reactants needed to synthesize it. The reactants are: [NH:1]1[C:9]2[C:4](=[CH:5][CH:6]=[C:7]([CH:10]=[O:11])[CH:8]=2)[CH:3]=[CH:2]1.[CH2:12](Br)[C:13]1[CH:18]=[CH:17][CH:16]=[CH:15][CH:14]=1.